From a dataset of TCR-epitope binding with 47,182 pairs between 192 epitopes and 23,139 TCRs. Binary Classification. Given a T-cell receptor sequence (or CDR3 region) and an epitope sequence, predict whether binding occurs between them. (1) The epitope is GTSGSPIINR. The TCR CDR3 sequence is CASSVWGDPSYEQYF. Result: 1 (the TCR binds to the epitope). (2) Result: 1 (the TCR binds to the epitope). The TCR CDR3 sequence is CASSHYQGNEQFF. The epitope is YLNTLTLAV. (3) The epitope is FPPTSFGPL. The TCR CDR3 sequence is CASSPAPDDGHGYTF. Result: 1 (the TCR binds to the epitope).